This data is from Reaction yield outcomes from USPTO patents with 853,638 reactions. The task is: Predict the reaction yield, written as a fraction of the theoretical maximum amount of product (1.0 means a 100% yield; for example, 0.34 means a 34% yield). (1) The reactants are [O:1]1[C:5]2([CH2:10][CH2:9][CH:8]([N:11]3[C:16](=[O:17])[C:15]([CH2:18][C:19]4[CH:24]=[CH:23][C:22]([C:25]5[C:26]([C:31]#[N:32])=[CH:27][CH:28]=[CH:29][CH:30]=5)=[CH:21][C:20]=4[F:33])=[C:14]([CH2:34][CH2:35][CH3:36])[N:13]4[N:37]=[CH:38][N:39]=[C:12]34)[CH2:7][CH2:6]2)OCC1.Cl.O1CCC[CH2:42]1. The catalyst is C(OCC)(=O)C. The product is [F:33][C:20]1[CH:21]=[C:22]([C:25]2[C:26]([C:31]#[N:32])=[CH:27][CH:28]=[CH:29][CH:30]=2)[CH:23]=[CH:24][C:19]=1[CH2:18][C:15]1[C:16](=[O:17])[N:11]([C@H:8]2[CH2:7][CH2:6][C@H:5]([OH:1])[CH2:10][CH2:9]2)[C:12]2[N:13]([N:37]=[C:38]([CH3:42])[N:39]=2)[C:14]=1[CH2:34][CH2:35][CH3:36]. The yield is 0.930. (2) The reactants are [CH2:1]1[O:9][C:8]2[CH:7]=[CH:6][C:5]([CH2:10][C:11](O)=O)=[CH:4][C:3]=2[O:2]1.B.C1C[O:18]CC1. The catalyst is C1COCC1. The product is [CH2:1]1[O:9][C:8]2[CH:7]=[CH:6][C:5]([CH:10]([OH:18])[CH3:11])=[CH:4][C:3]=2[O:2]1. The yield is 0.980.